This data is from Catalyst prediction with 721,799 reactions and 888 catalyst types from USPTO. The task is: Predict which catalyst facilitates the given reaction. Reactant: Cl.[Cl:2][C:3]1[CH:4]=[CH:5][C:6]([O:20][CH2:21][C:22]2[CH:27]=[CH:26][CH:25]=[CH:24][CH:23]=2)=[C:7]([CH2:9][C:10]2[N:15]=[C:14]([C:16](=[NH:19])OC)[CH:13]=[CH:12][CH:11]=2)[CH:8]=1.[CH3:28][N:29]1[CH2:34][CH2:33][N:32]([C:35]2[CH:36]=[C:37](N)[C:38]([NH2:41])=[CH:39][CH:40]=2)[CH2:31][CH2:30]1. Product: [ClH:2].[Cl:2][C:3]1[CH:4]=[CH:5][C:6]([O:20][CH2:21][C:22]2[CH:27]=[CH:26][CH:25]=[CH:24][CH:23]=2)=[C:7]([CH2:9][C:10]2[N:15]=[C:14]([C:16]3[NH:41][C:38]4[CH:39]=[CH:40][C:35]([N:32]5[CH2:31][CH2:30][N:29]([CH3:28])[CH2:34][CH2:33]5)=[CH:36][C:37]=4[N:19]=3)[CH:13]=[CH:12][CH:11]=2)[CH:8]=1. The catalyst class is: 8.